From a dataset of Peptide-MHC class I binding affinity with 185,985 pairs from IEDB/IMGT. Regression. Given a peptide amino acid sequence and an MHC pseudo amino acid sequence, predict their binding affinity value. This is MHC class I binding data. The peptide sequence is SYQYLIIQNR. The MHC is Patr-A0401 with pseudo-sequence Patr-A0401. The binding affinity (normalized) is 0.571.